From a dataset of Forward reaction prediction with 1.9M reactions from USPTO patents (1976-2016). Predict the product of the given reaction. (1) Given the reactants [NH:1]1[CH2:6][CH2:5][CH2:4][CH:3]([CH2:7][OH:8])[CH2:2]1.[C:9](O[C:9]([O:11][C:12]([CH3:15])([CH3:14])[CH3:13])=[O:10])([O:11][C:12]([CH3:15])([CH3:14])[CH3:13])=[O:10], predict the reaction product. The product is: [OH:8][CH2:7][CH:3]1[CH2:4][CH2:5][CH2:6][N:1]([C:9]([O:11][C:12]([CH3:15])([CH3:14])[CH3:13])=[O:10])[CH2:2]1. (2) Given the reactants [NH2:1][CH:2]1[C:8](=[O:9])[NH:7][C:6]2[CH:10]=[CH:11][CH:12]=[CH:13][C:5]=2[C:4]([C:14]2[CH:19]=[CH:18][CH:17]=[CH:16][CH:15]=2)=[N:3]1.[N:20]([C:23]1[CH:28]=[CH:27][C:26]([O:29][C:30]2[CH:35]=[CH:34][CH:33]=[CH:32][CH:31]=2)=[CH:25][CH:24]=1)=[C:21]=[O:22], predict the reaction product. The product is: [O:9]=[C:8]1[NH:7][C:6]2[CH:10]=[CH:11][CH:12]=[CH:13][C:5]=2[C:4]([C:14]2[CH:15]=[CH:16][CH:17]=[CH:18][CH:19]=2)=[N:3][CH:2]1[NH:1][C:21]([NH:20][C:23]1[CH:28]=[CH:27][C:26]([O:29][C:30]2[CH:31]=[CH:32][CH:33]=[CH:34][CH:35]=2)=[CH:25][CH:24]=1)=[O:22]. (3) Given the reactants [OH-].[Na+].[S:3](Cl)([C:6]1[CH:12]=[CH:11][C:9]([CH3:10])=[CH:8][CH:7]=1)(=[O:5])=[O:4].[Br:14][C:15]1[CH:16]=[CH:17][C:18]2[C:19]3[CH2:28][N:27]([C:29]([O:31][C:32]([CH3:35])([CH3:34])[CH3:33])=[O:30])[CH2:26][CH2:25][CH2:24][C:20]=3[NH:21][C:22]=2[CH:23]=1, predict the reaction product. The product is: [Br:14][C:15]1[CH:16]=[CH:17][C:18]2[C:19]3[CH2:28][N:27]([C:29]([O:31][C:32]([CH3:35])([CH3:34])[CH3:33])=[O:30])[CH2:26][CH2:25][CH2:24][C:20]=3[N:21]([S:3]([C:6]3[CH:12]=[CH:11][C:9]([CH3:10])=[CH:8][CH:7]=3)(=[O:5])=[O:4])[C:22]=2[CH:23]=1. (4) Given the reactants [Br:1][C:2]1[S:6][C:5]([CH:7](O)[CH3:8])=[C:4]([C:10]([O:12][CH2:13][CH3:14])=[O:11])[CH:3]=1.C([SiH](CC)CC)C, predict the reaction product. The product is: [Br:1][C:2]1[S:6][C:5]([CH2:7][CH3:8])=[C:4]([C:10]([O:12][CH2:13][CH3:14])=[O:11])[CH:3]=1. (5) Given the reactants [C:1]([C:5]1[CH:10]=[CH:9][C:8]([N:11]2[C:19]3[C:14](=[CH:15][CH:16]=[CH:17][CH:18]=3)[C:13]([CH:20]=[O:21])=[C:12]2Cl)=[CH:7][CH:6]=1)([CH3:4])([CH3:3])[CH3:2].[CH3:23][N:24]1[CH2:29][CH2:28][NH:27][CH2:26][CH2:25]1, predict the reaction product. The product is: [C:1]([C:5]1[CH:10]=[CH:9][C:8]([N:11]2[C:19]3[C:14](=[CH:15][CH:16]=[CH:17][CH:18]=3)[C:13]([CH:20]=[O:21])=[C:12]2[N:27]2[CH2:28][CH2:29][N:24]([CH3:23])[CH2:25][CH2:26]2)=[CH:7][CH:6]=1)([CH3:4])([CH3:3])[CH3:2]. (6) Given the reactants [S:1]([N:9]1[CH:13]=[CH:12][N:11]=[CH:10]1)([N:4]1[CH:8]=[CH:7]N=[CH:5]1)(=[O:3])=[O:2].[S:14]1C=CN=C1N.S(Cl)(Cl)(=O)=O.C1C2[C:29](=[C:30]([C:35]3[CH:40]=[CH:39][C:38]([C:41]([F:44])([F:43])[F:42])=[CH:37][C:36]=3[C:45]3[CH2:50][CH2:49][N:48]([C:51]([O:53][C:54]([CH3:57])([CH3:56])[CH3:55])=[O:52])[CH2:47][CH:46]=3)[CH:31]=[CH:32]C=2)[CH2:28][CH2:27]N1.C(N(CC)CC)C, predict the reaction product. The product is: [S:14]1[CH:13]=[CH:12][N:11]=[C:10]1[NH:9][S:1]([N:4]1[CH2:5][CH2:32][C:31]2[C:7](=[CH:27][CH:28]=[CH:29][C:30]=2[C:35]2[CH:40]=[CH:39][C:38]([C:41]([F:42])([F:44])[F:43])=[CH:37][C:36]=2[C:45]2[CH2:50][CH2:49][N:48]([C:51]([O:53][C:54]([CH3:55])([CH3:57])[CH3:56])=[O:52])[CH2:47][CH:46]=2)[CH2:8]1)(=[O:2])=[O:3].